From a dataset of Catalyst prediction with 721,799 reactions and 888 catalyst types from USPTO. Predict which catalyst facilitates the given reaction. (1) Reactant: [CH3:1][C:2]1[C:10]2[C:5](=[C:6]([NH:11][S:12]([C:15]3[S:16][CH:17]=[CH:18][CH:19]=3)(=[O:14])=[O:13])[CH:7]=[CH:8][CH:9]=2)[NH:4][C:3]=1[C:20]([O:22]CC)=[O:21].[OH-].[Na+].O1CCCC1. Product: [CH3:1][C:2]1[C:10]2[C:5](=[C:6]([NH:11][S:12]([C:15]3[S:16][CH:17]=[CH:18][CH:19]=3)(=[O:14])=[O:13])[CH:7]=[CH:8][CH:9]=2)[NH:4][C:3]=1[C:20]([OH:22])=[O:21]. The catalyst class is: 8. (2) Reactant: [N:1]1[CH:6]=[CH:5][C:4]([N:7]2[CH2:12][CH2:11][CH:10]([C:13](O)=[O:14])[CH2:9][CH2:8]2)=[CH:3][CH:2]=1.B.O1CCCC1. Product: [OH:14][CH2:13][CH:10]1[CH2:9][CH2:8][N:7]([C:4]2[CH:5]=[CH:6][N:1]=[CH:2][CH:3]=2)[CH2:12][CH2:11]1. The catalyst class is: 7. (3) Reactant: [N:1]1([C:6]2[N:11]=[CH:10][C:9]([CH2:12][CH2:13][OH:14])=[CH:8][CH:7]=2)[CH:5]=[N:4][N:3]=[N:2]1.CC(OI1(OC(C)=O)(OC(C)=O)OC(=O)C2C=CC=CC1=2)=O. Product: [N:1]1([C:6]2[N:11]=[CH:10][C:9]([CH2:12][CH:13]=[O:14])=[CH:8][CH:7]=2)[CH:5]=[N:4][N:3]=[N:2]1. The catalyst class is: 2. (4) The catalyst class is: 284. Reactant: [Cl:1][C:2]1[S:6][C:5]([NH:7][C:8](=[O:18])[C:9]2[CH:14]=[CH:13][C:12]([N+:15]([O-])=O)=[CH:11][CH:10]=2)=[N:4][CH:3]=1.C(O)(=O)C. Product: [NH2:15][C:12]1[CH:13]=[CH:14][C:9]([C:8]([NH:7][C:5]2[S:6][C:2]([Cl:1])=[CH:3][N:4]=2)=[O:18])=[CH:10][CH:11]=1. (5) Reactant: [CH2:1]([N:6]1[C:14]2[C:9](=[CH:10][CH:11]=[CH:12][CH:13]=2)[C:8](/[CH:15]=[CH:16]/[C:17]([OH:19])=O)=[CH:7]1)[CH2:2][CH:3]([CH3:5])[CH3:4].[F:20][C:21]1[CH:22]=[C:23]([CH:31]=[CH:32][CH:33]=1)[C:24]([NH:26][NH:27][CH:28]([CH3:30])[CH3:29])=[O:25].CN(C(ON1N=NC2C=CC=NC1=2)=[N+](C)C)C.F[P-](F)(F)(F)(F)F.C(N(CC)C(C)C)(C)C. Product: [F:20][C:21]1[CH:22]=[C:23]([CH:31]=[CH:32][CH:33]=1)[C:24]([NH:26][N:27]([C:17](=[O:19])/[CH:16]=[CH:15]/[C:8]1[C:9]2[C:14](=[CH:13][CH:12]=[CH:11][CH:10]=2)[N:6]([CH2:1][CH2:2][CH:3]([CH3:4])[CH3:5])[CH:7]=1)[CH:28]([CH3:30])[CH3:29])=[O:25]. The catalyst class is: 31. (6) The catalyst class is: 8. Reactant: [Cl:1][C:2]1[C:11]2[C:10]([S:12]([N:15]3[CH2:19][CH2:18][C@H:17]([NH:20][CH3:21])[CH2:16]3)(=[O:14])=[O:13])=[CH:9][CH:8]=[CH:7][C:6]=2[CH:5]=[N:4][CH:3]=1.[BrH:22]. Product: [BrH:22].[Cl:1][C:2]1[C:11]2[C:10]([S:12]([N:15]3[CH2:19][CH2:18][C@H:17]([NH:20][CH3:21])[CH2:16]3)(=[O:13])=[O:14])=[CH:9][CH:8]=[CH:7][C:6]=2[CH:5]=[N:4][CH:3]=1. (7) Product: [NH2:1][C:2]1[C:3]2[C:10]([C:11]3[CH:16]=[CH:15][C:14]([Cl:17])=[CH:13][CH:12]=3)=[CH:9][N:8]([C:18]3[CH:19]=[C:20](/[CH:21]=[C:31](/[C:30]([N:26]4[CH2:29][CH2:28][CH2:27]4)=[O:34])\[C:32]#[N:33])[CH:23]=[CH:24][CH:25]=3)[C:4]=2[N:5]=[CH:6][N:7]=1. The catalyst class is: 41. Reactant: [NH2:1][C:2]1[C:3]2[C:10]([C:11]3[CH:16]=[CH:15][C:14]([Cl:17])=[CH:13][CH:12]=3)=[CH:9][N:8]([C:18]3[CH:19]=[C:20]([CH:23]=[CH:24][CH:25]=3)[CH:21]=O)[C:4]=2[N:5]=[CH:6][N:7]=1.[N:26]1([C:30](=[O:34])[CH2:31][C:32]#[N:33])[CH2:29][CH2:28][CH2:27]1.N12CCCN=C1CCCCC2. (8) Reactant: [CH:1]1([CH2:7][C@H:8]([NH:21][C:22](=[O:35])[C:23]2[CH:34]=[CH:33][CH:32]=[C:25]([C:26](N(OC)C)=[O:27])[CH:24]=2)[CH2:9][N:10]([CH3:20])[C:11]([O:13][CH2:14][CH2:15][Si:16]([CH3:19])([CH3:18])[CH3:17])=[O:12])[CH2:6][CH2:5][CH2:4][CH2:3][CH2:2]1.[CH3:36][O:37][CH2:38][CH2:39][CH2:40][CH2:41][Mg]Cl. Product: [CH:1]1([CH2:7][C@H:8]([NH:21][C:22](=[O:35])[C:23]2[CH:34]=[CH:33][CH:32]=[C:25]([C:26](=[O:27])[CH2:41][CH2:40][CH2:39][CH2:38][O:37][CH3:36])[CH:24]=2)[CH2:9][N:10]([CH3:20])[C:11]([O:13][CH2:14][CH2:15][Si:16]([CH3:19])([CH3:17])[CH3:18])=[O:12])[CH2:6][CH2:5][CH2:4][CH2:3][CH2:2]1. The catalyst class is: 1. (9) Reactant: C1(S([N:10]2[C:14]3=[N:15][CH:16]=[C:17]([Br:20])[C:18]([Cl:19])=[C:13]3[CH:12]=[C:11]2[I:21])(=O)=O)C=CC=CC=1.BrC1C(Cl)=C2C=C(I)N(S(C3C=CC=CC=3I)(=O)=O)C2=NC=1.[OH-].[Na+]. Product: [Br:20][C:17]1[C:18]([Cl:19])=[C:13]2[CH:12]=[C:11]([I:21])[NH:10][C:14]2=[N:15][CH:16]=1. The catalyst class is: 36.